From a dataset of Experimentally validated miRNA-target interactions with 360,000+ pairs, plus equal number of negative samples. Binary Classification. Given a miRNA mature sequence and a target amino acid sequence, predict their likelihood of interaction. (1) The miRNA is hsa-miR-5008-3p with sequence CCUGUGCUCCCAGGGCCUCGC. The protein sequence of the target gene is MVPEAWRSGLVSTGRVVGVLLLLGALNKASTVIHYEIPEEREKGFAVGNVVANLGLDLGSLSARRFRVVSGASRRFFEVNRETGEMFVNDRLDREELCGTLPSCTVTLELVVENPLELFSVEVVIQDINDNNPAFPTQEMKLEISEAVAPGTRFPLESAHDPDVGSNSLQTYELSRNEYFALRVQTREDSTKYAELVLERALDREREPSLQLVLTALDGGTPALSASLPIHIKVLDANDNAPVFNQSLYRARVLEDAPSGTRVVQVLATDLDEGPNGEIIYSFGSHNRAGVRQLFALDLV.... Result: 0 (no interaction). (2) The miRNA is mmu-miR-875-3p with sequence CCUGAAAAUACUGAGGCUAUG. The protein sequence of the target gene is MVCPNGYDPGGRHLLLFIIILAAWEAGRGQLHYSVPEEAKHGNFVGRIAQDLGLELAELVPRLFRAVCKFRGDLLEVNLQNGILFVNSRIDREELCGRSAECSIHLEVIVERPLQVFHVDVEVKDINDNPPVFPATQRNLFIAESRPLDSRFPLEGASDADIGENALLTYRLSPNEYFFLDVPTSNQQVKPLGLVLRKLLDREETPELHLLLTATDGGKPELTGTVQLLITVLDNNDNAPVFDRTLYTVKLPENVSIGTLVIHPNASDLDEGLNGDIIYSFSSDVSPDIKSKFHMDPLSG.... Result: 0 (no interaction). (3) The miRNA is hsa-miR-651-5p with sequence UUUAGGAUAAGCUUGACUUUUG. The protein sequence of the target gene is MLQFVRAGARAWLRPTGSQGLSSLAEEAARATENPEQVASEGLPEPVLRKVELPVPTHRRPVQAWVESLRGFEQERVGLADLHPDVFATAPRLDILHQVAMWQKNFKRISYAKTKTRAEVRGGGRKPWPQKGTGRARHGSIRSPLWRGGGVAHGPRGPTSYYYMLPMKVRALGLKVALTVKLAQDDLHIMDSLELPTGDPQYLTELAHYRRWGDSVLLVDLTHEEMPQSIVEATSRLKTFNLIPAVGLNVHSMLKHQTLVLTLPTVAFLEDKLLWQDSRYRPLYPFSLPYSDFPRPLPHA.... Result: 1 (interaction).